From a dataset of Reaction yield outcomes from USPTO patents with 853,638 reactions. Predict the reaction yield, written as a fraction of the theoretical maximum amount of product (1.0 means a 100% yield; for example, 0.34 means a 34% yield). (1) The reactants are [CH3:1][CH:2]([CH3:52])[CH2:3][C@H:4]([NH:30][C:31](=[O:51])[C@@H:32]([NH:41][C:42](=[O:50])[CH2:43][N:44]1[CH2:49][CH2:48][O:47][CH2:46][CH2:45]1)[CH2:33][CH2:34][C:35]1[CH:40]=[CH:39][CH:38]=[CH:37][CH:36]=1)[C:5]([NH:7][C@@H:8]([CH2:23][C:24]1[CH:29]=[CH:28][CH:27]=[CH:26][CH:25]=1)[C:9]([NH:11][C@@H:12]([CH2:19][CH:20]([CH3:22])[CH3:21])[C:13]([C@@:15]1([CH3:18])[CH2:17][O:16]1)=O)=[O:10])=[O:6].[C:53]([NH:59][NH2:60])(=[O:58])[CH2:54][CH2:55][C:56]#[CH:57].C([O-])(O)=O.[Na+]. The catalyst is CO.C(O)(C(F)(F)F)=O. The product is [CH3:1][CH:2]([CH3:52])[CH2:3][C@H:4]([NH:30][C:31](=[O:51])[C@@H:32]([NH:41][C:42](=[O:50])[CH2:43][N:44]1[CH2:49][CH2:48][O:47][CH2:46][CH2:45]1)[CH2:33][CH2:34][C:35]1[CH:36]=[CH:37][CH:38]=[CH:39][CH:40]=1)[C:5]([NH:7][C@@H:8]([CH2:23][C:24]1[CH:25]=[CH:26][CH:27]=[CH:28][CH:29]=1)[C:9]([NH:11][C@@H:12]([CH2:19][CH:20]([CH3:21])[CH3:22])/[C:13](/[C@@:15]1([CH3:18])[CH2:17][O:16]1)=[N:60]/[NH:59][C:53](=[O:58])[CH2:54][CH2:55][C:56]#[CH:57])=[O:10])=[O:6]. The yield is 0.133. (2) The reactants are [CH2:1]([C@H:3]1[C@@H:7]([CH2:8][OH:9])[CH2:6][CH:5]([OH:10])[CH2:4]1)[CH3:2].Br([O-])(=O)=O.[K+].CCOCC. The catalyst is CC#N.O.O=[N+]([O-])[O-].[O-][N+](=O)[O-].[O-][N+](=O)[O-].[O-][N+](=O)[O-].[O-][N+](=O)[O-].[O-][N+](=O)[O-].[Ce+4].[NH4+].[NH4+]. The product is [CH2:1]([C@H:3]1[C@@H:7]([CH2:8][OH:9])[CH2:6][C:5](=[O:10])[CH2:4]1)[CH3:2]. The yield is 0.610.